The task is: Predict which catalyst facilitates the given reaction.. This data is from Catalyst prediction with 721,799 reactions and 888 catalyst types from USPTO. (1) The catalyst class is: 293. Product: [NH2:27][C:22]1[CH:23]=[CH:24][CH:25]=[CH:26][C:21]=1[CH2:20][CH2:19][C:13]1[NH:12][C:11]([CH2:30][C:31]([O:33][CH3:34])=[O:32])=[C:10]([C:35]([O:37][CH3:38])=[O:36])[CH:9]([C:3]2[C:4]([Cl:8])=[CH:5][CH:6]=[CH:7][C:2]=2[Cl:1])[C:14]=1[C:15]([O:17][CH3:18])=[O:16]. Reactant: [Cl:1][C:2]1[CH:7]=[CH:6][CH:5]=[C:4]([Cl:8])[C:3]=1[CH:9]1[C:14]([C:15]([O:17][CH3:18])=[O:16])=[C:13]([CH2:19][CH2:20][C:21]2[CH:26]=[CH:25][CH:24]=[CH:23][C:22]=2[N+:27]([O-])=O)[NH:12][C:11]([CH2:30][C:31]([O:33][CH3:34])=[O:32])=[C:10]1[C:35]([O:37][CH3:38])=[O:36]. (2) Reactant: C(N(CC)CC)C.O.ON1C2C=CC=CC=2N=N1.CN(C)CCCN=C=NCC.[CH2:30]([O:32][C:33]1[CH:34]=[C:35]([CH:39]=[CH:40][C:41]=1[C:42]1[CH:43]=[N:44][N:45]([CH3:47])[CH:46]=1)[C:36]([OH:38])=O)[CH3:31].Cl.[NH:49]1[C:53]([C:54]2[CH:55]=[C:56]3[C:66](=[CH:67][CH:68]=2)[O:65][C:59]2([CH2:64][CH2:63][NH:62][CH2:61][CH2:60]2)[CH2:58][C:57]3=[O:69])=[N:52][N:51]=[N:50]1. The catalyst class is: 145. Product: [CH2:30]([O:32][C:33]1[CH:34]=[C:35]([C:36]([N:62]2[CH2:63][CH2:64][C:59]3([CH2:58][C:57](=[O:69])[C:56]4[C:66](=[CH:67][CH:68]=[C:54]([C:53]5[NH:52][N:51]=[N:50][N:49]=5)[CH:55]=4)[O:65]3)[CH2:60][CH2:61]2)=[O:38])[CH:39]=[CH:40][C:41]=1[C:42]1[CH:43]=[N:44][N:45]([CH3:47])[CH:46]=1)[CH3:31]. (3) Reactant: [C:1]([C:3]1[CH:8]=[C:7]([CH3:9])[CH:6]=[CH:5][C:4]=1[C:10]1[CH:15]=[C:14]([CH:16]([OH:21])[C:17]([F:20])([F:19])[F:18])[CH:13]=[C:12]([C:22]([O:24]C)=[O:23])[CH:11]=1)#[N:2].[OH-].[Li+].[NH4+].[Cl-].CCOC(C)=O. Product: [C:1]([C:3]1[CH:8]=[C:7]([CH3:9])[CH:6]=[CH:5][C:4]=1[C:10]1[CH:15]=[C:14]([CH:16]([OH:21])[C:17]([F:18])([F:20])[F:19])[CH:13]=[C:12]([C:22]([OH:24])=[O:23])[CH:11]=1)#[N:2]. The catalyst class is: 38. (4) Reactant: [N+:1]([C:4]1[N:5]=[C:6]([S:9]([C:12]2[CH:17]=[CH:16][C:15]([N+:18]([O-:20])=[O:19])=[CH:14][CH:13]=2)(=[O:11])=[O:10])[NH:7][CH:8]=1)([O-:3])=[O:2].[CH3:21]N(C)C=O.C(=O)([O-])[O-].[K+].[K+].[F-].[Cs+].[C:34]([O:37][CH2:38][CH3:39])(=O)C. Product: [CH3:21][C@@:38]1([CH2:39][N:7]2[CH:8]=[C:4]([N+:1]([O-:3])=[O:2])[N:5]=[C:6]2[S:9]([C:12]2[CH:13]=[CH:14][C:15]([N+:18]([O-:20])=[O:19])=[CH:16][CH:17]=2)(=[O:11])=[O:10])[CH2:34][O:37]1. The catalyst class is: 6. (5) Product: [Cl:27][C:21]1[CH:20]=[C:19]([O:18][C:3]2[C:4]([F:17])=[C:5]([CH2:8][NH:9][C:10](=[O:16])[O:11][C:12]([CH3:15])([CH3:14])[CH3:13])[CH:6]=[CH:7][C:2]=2[CH:28]=[CH2:29])[CH:24]=[C:23]([C:25]#[N:26])[CH:22]=1. Reactant: Br[C:2]1[CH:7]=[CH:6][C:5]([CH2:8][NH:9][C:10](=[O:16])[O:11][C:12]([CH3:15])([CH3:14])[CH3:13])=[C:4]([F:17])[C:3]=1[O:18][C:19]1[CH:24]=[C:23]([C:25]#[N:26])[CH:22]=[C:21]([Cl:27])[CH:20]=1.[CH2:28](N(CC)CC)[CH3:29].O.C(OCC)(=O)C. The catalyst class is: 259. (6) Reactant: [O:1]1[CH2:5][CH2:4][C@H:3]([OH:6])[CH2:2]1.C[Si]([N-][Si](C)(C)C)(C)C.[K+].Cl[C:18]1[CH:23]=[CH:22][N:21]=[C:20]([NH2:24])[N:19]=1. Product: [O:1]1[CH2:5][CH2:4][C@H:3]([O:6][C:18]2[CH:23]=[CH:22][N:21]=[C:20]([NH2:24])[N:19]=2)[CH2:2]1. The catalyst class is: 1. (7) Product: [OH:4][C@@H:5]1[CH2:10][CH2:9][CH2:8][CH2:7][C@H:6]1[NH:11][C:17](=[O:18])[C:16]1[CH:20]=[CH:21][C:22]([O:23][CH2:24][C:25]#[CH:26])=[C:14]([O:13][CH3:12])[CH:15]=1. The catalyst class is: 596. Reactant: [OH-].[Na+].Cl.[OH:4][C@@H:5]1[CH2:10][CH2:9][CH2:8][CH2:7][C@H:6]1[NH2:11].[CH3:12][O:13][C:14]1[CH:15]=[C:16]([CH:20]=[CH:21][C:22]=1[O:23][CH2:24][C:25]#[CH:26])[C:17](Cl)=[O:18]. (8) Reactant: [CH3:1][O:2][C:3]1[C:10]([O:11][CH3:12])=[CH:9][CH:8]=[C:5]([CH:6]=O)[C:4]=1[OH:13].CC1(C)O[C:20](=[O:21])[CH2:19][C:17](=[O:18])[O:16]1. Product: [CH3:12][O:11][C:10]1[C:3]([O:2][CH3:1])=[C:4]2[C:5]([CH:6]=[C:19]([C:17]([OH:18])=[O:16])[C:20](=[O:21])[O:13]2)=[CH:8][CH:9]=1. The catalyst class is: 6. (9) Reactant: [C@@H:1]1([N:10]2[CH:17]=[CH:16][C:14]([NH2:15])=[N:13][C:11]2=[O:12])[O:9][C@H:6]([CH2:7][OH:8])[C@@H:4]([OH:5])[C@H:2]1[OH:3].CO[CH:20]1[CH2:24][CH2:23][CH:22](OC)O1. Product: [N:15]1([C:14]2[CH:16]=[CH:17][N:10]([C@@H:1]3[O:9][C@H:6]([CH2:7][OH:8])[C@@H:4]([OH:5])[C@H:2]3[OH:3])[C:11](=[O:12])[N:13]=2)[CH:20]=[CH:24][CH:23]=[CH:22]1. The catalyst class is: 15. (10) Reactant: [C:1](=[O:4])([O-])[O-].[Cs+].[Cs+].[Br:7][C:8]1[CH:9]=[C:10]([N+:15]([O-:17])=[O:16])[C:11](O)=[N:12][CH:13]=1.IC. Product: [Br:7][C:8]1[CH:9]=[C:10]([N+:15]([O-:17])=[O:16])[C:1](=[O:4])[N:12]([CH3:11])[CH:13]=1. The catalyst class is: 9.